This data is from Full USPTO retrosynthesis dataset with 1.9M reactions from patents (1976-2016). The task is: Predict the reactants needed to synthesize the given product. (1) Given the product [Cl:1][C:2]1[S:3][C:4]([S:28]([N:31]2[C:37]3[CH:38]=[CH:39][CH:40]=[CH:41][C:36]=3[CH2:35][CH2:34][CH2:33][CH2:32]2)(=[O:29])=[O:30])=[CH:5][C:6]=1[N:7]1[C:16](=[O:17])[C:15]2[C:14]([C:18]([OH:20])=[O:19])=[CH:13][CH:12]=[CH:11][C:10]=2[NH:9][C:8]1=[O:27], predict the reactants needed to synthesize it. The reactants are: [Cl:1][C:2]1[S:3][C:4]([S:28]([N:31]2[C:37]3[CH:38]=[CH:39][CH:40]=[CH:41][C:36]=3[CH2:35][CH2:34][CH2:33][CH2:32]2)(=[O:30])=[O:29])=[CH:5][C:6]=1[N:7]1[C:16](=[O:17])[C:15]2[C:14]([C:18]([O:20]CC[Si](C)(C)C)=[O:19])=[CH:13][CH:12]=[CH:11][C:10]=2[NH:9][C:8]1=[O:27].[F-].C([N+](CCCC)(CCCC)CCCC)CCC.Cl. (2) The reactants are: CC(OI1(OC(C)=O)(OC(C)=O)OC(=O)C2C=CC=CC1=2)=O.[Cl:23][C:24]1[CH:29]=[C:28]([Cl:30])[CH:27]=[CH:26][C:25]=1[CH2:31][O:32][C@@H:33]1[C@@H:39]([CH2:40][O:41][CH2:42][C:43]2[CH:48]=[CH:47][C:46]([Cl:49])=[CH:45][C:44]=2[Cl:50])[O:38][C@H:35]([O:36][CH3:37])[C@@H:34]1[OH:51]. Given the product [Cl:23][C:24]1[CH:29]=[C:28]([Cl:30])[CH:27]=[CH:26][C:25]=1[CH2:31][O:32][C@@H:33]1[C@@H:39]([CH2:40][O:41][CH2:42][C:43]2[CH:48]=[CH:47][C:46]([Cl:49])=[CH:45][C:44]=2[Cl:50])[O:38][C@H:35]([O:36][CH3:37])[C:34]1=[O:51], predict the reactants needed to synthesize it. (3) Given the product [CH3:8][C:5]1[CH:4]=[N:3][C:2]([CH:9]=[CH2:10])=[CH:7][N:6]=1, predict the reactants needed to synthesize it. The reactants are: Br[C:2]1[N:3]=[CH:4][C:5]([CH3:8])=[N:6][CH:7]=1.[CH2:9](C([Sn])=C(CCCC)CCCC)[CH2:10]CC. (4) Given the product [Cl:1][C:2]1[CH:11]=[C:10]([CH:12]([NH2:32])[CH3:13])[C:9]([N:15]2[CH2:20][CH2:19][N:18]([C:21]([CH:23]3[CH2:25][CH2:24]3)=[O:22])[CH2:17][CH2:16]2)=[C:8]2[C:3]=1[CH:4]=[CH:5][CH:6]=[N:7]2, predict the reactants needed to synthesize it. The reactants are: [Cl:1][C:2]1[CH:11]=[C:10]([C:12](=O)[CH3:13])[C:9]([N:15]2[CH2:20][CH2:19][N:18]([C:21]([CH:23]3[CH2:25][CH2:24]3)=[O:22])[CH2:17][CH2:16]2)=[C:8]2[C:3]=1[CH:4]=[CH:5][CH:6]=[N:7]2.C([O-])(=O)C.[NH4+].C([BH3-])#[N:32].[Na+].O1CCCC1. (5) Given the product [F:21][C:18]1[CH:19]=[CH:20][C:15]([N:8]([CH2:7][C:5]2[N:6]=[C:2]([C:24]3[CH:23]=[N:22][C:31]4[C:26]([CH:25]=3)=[CH:27][CH:28]=[CH:29][CH:30]=4)[S:3][CH:4]=2)[C:9](=[O:14])[C:10]([CH3:13])([CH3:12])[CH3:11])=[CH:16][CH:17]=1, predict the reactants needed to synthesize it. The reactants are: Br[C:2]1[S:3][CH:4]=[C:5]([CH2:7][N:8]([C:15]2[CH:20]=[CH:19][C:18]([F:21])=[CH:17][CH:16]=2)[C:9](=[O:14])[C:10]([CH3:13])([CH3:12])[CH3:11])[N:6]=1.[N:22]1[C:31]2[C:26](=[CH:27][CH:28]=[CH:29][CH:30]=2)[CH:25]=[C:24](B(O)O)[CH:23]=1.C(=O)([O-])[O-].[Na+].[Na+]. (6) Given the product [N+:1]([C:4]1[C:9]2[S:10][C:11]([NH2:12])=[N:13][C:8]=2[CH:7]=[C:6]([C:16]2[CH:17]=[N:18][CH:19]=[CH:20][CH:21]=2)[CH:5]=1)([O-:3])=[O:2], predict the reactants needed to synthesize it. The reactants are: [N+:1]([C:4]1[CH:5]=[C:6]([C:16]2[CH:17]=[N:18][CH:19]=[CH:20][CH:21]=2)[CH:7]=[C:8]([N+:13]([O-])=O)[C:9]=1[S:10][C:11]#[N:12])([O-:3])=[O:2].N. (7) Given the product [C:1]([C:5]1[CH:6]=[CH:7][C:8]([NH:9][C:10]2[C:19]3[C:14](=[CH:15][CH:16]=[CH:17][CH:18]=3)[C:13]([CH2:20][C:21]3[CH:22]=[N:23][C:24]([OH:32])=[C:25]([C:27]4[O:28][CH:29]=[CH:30][CH:31]=4)[CH:26]=3)=[N:12][N:11]=2)=[CH:34][CH:35]=1)([CH3:4])([CH3:2])[CH3:3], predict the reactants needed to synthesize it. The reactants are: [C:1]([C:5]1[CH:35]=[CH:34][C:8]([NH:9][C:10]2[C:19]3[C:14](=[CH:15][CH:16]=[CH:17][CH:18]=3)[C:13]([CH2:20][C:21]3[CH:22]=[N:23][C:24]([O:32]C)=[C:25]([C:27]4[O:28][CH:29]=[CH:30][CH:31]=4)[CH:26]=3)=[N:12][N:11]=2)=[CH:7][CH:6]=1)([CH3:4])([CH3:3])[CH3:2].[Si](I)(C)(C)C.